From a dataset of Forward reaction prediction with 1.9M reactions from USPTO patents (1976-2016). Predict the product of the given reaction. (1) Given the reactants Cl.[C:2]1([C@H:8]([NH:10][C:11]2[C:20]3[C:15](=[CH:16][C:17]([O:24][CH2:25][CH2:26][O:27]C4CCCCO4)=[C:18]([N+:21]([O-:23])=[O:22])[CH:19]=3)[N:14]=[CH:13][N:12]=2)[CH3:9])[CH:7]=[CH:6][CH:5]=[CH:4][CH:3]=1.C(=O)([O-])[O-].[Na+].[Na+], predict the reaction product. The product is: [C:2]1([C@H:8]([NH:10][C:11]2[C:20]3[C:15](=[CH:16][C:17]([O:24][CH2:25][CH2:26][OH:27])=[C:18]([N+:21]([O-:23])=[O:22])[CH:19]=3)[N:14]=[CH:13][N:12]=2)[CH3:9])[CH:7]=[CH:6][CH:5]=[CH:4][CH:3]=1. (2) The product is: [NH:30]1[C:31]2[C:36](=[CH:35][CH:34]=[C:33]([C:37]([OH:39])=[O:38])[CH:32]=2)[CH:28]=[CH:29]1. Given the reactants [Br-].[Br-].[Br-].[NH+]1C=CC=CC=1.[NH+]1C=CC=CC=1.[NH+]1C=CC=CC=1.C1([C:28]2[C:36]3[C:31](=[CH:32][C:33]([C:37]([O:39]C)=[O:38])=[CH:34][CH:35]=3)[NH:30][CH:29]=2)CCCCC1, predict the reaction product. (3) Given the reactants [CH3:1][O:2][C:3]1[CH:8]=[CH:7][C:6]([C:9](=[NH:21])[NH:10][C:11]2[CH:16]=[CH:15][C:14]([S:17]([CH3:20])(=[O:19])=[O:18])=[CH:13][CH:12]=2)=[CH:5][N:4]=1.C(=O)(O)[O-].[Na+].Br[CH2:28][C:29](=[O:34])[C:30]([F:33])([F:32])[F:31], predict the reaction product. The product is: [CH3:1][O:2][C:3]1[CH:8]=[CH:7][C:6]([C:9]2[N:10]([C:11]3[CH:16]=[CH:15][C:14]([S:17]([CH3:20])(=[O:19])=[O:18])=[CH:13][CH:12]=3)[CH2:28][C:29]([OH:34])([C:30]([F:33])([F:32])[F:31])[N:21]=2)=[CH:5][N:4]=1.